From a dataset of Reaction yield outcomes from USPTO patents with 853,638 reactions. Predict the reaction yield, written as a fraction of the theoretical maximum amount of product (1.0 means a 100% yield; for example, 0.34 means a 34% yield). The reactants are C([O:8][CH2:9][CH2:10][CH2:11][CH2:12][N:13]1[C:18](=[O:19])[CH:17]=[N:16][C:15]2[CH:20]=[CH:21][C:22]([O:24][CH3:25])=[N:23][C:14]1=2)C1C=CC=CC=1. The catalyst is C(OCC)(=O)C.ClCCl.[O-2].[O-2].[Mn+4]. The product is [OH:8][CH2:9][CH2:10][CH2:11][CH2:12][N:13]1[C:18](=[O:19])[CH:17]=[N:16][C:15]2[CH:20]=[CH:21][C:22]([O:24][CH3:25])=[N:23][C:14]1=2. The yield is 0.880.